Predict the reactants needed to synthesize the given product. From a dataset of Full USPTO retrosynthesis dataset with 1.9M reactions from patents (1976-2016). (1) Given the product [CH2:18]([CH:3]([CH2:1][CH3:2])[CH2:4][NH:5][C:6]1[C:11]([C:12]([OH:14])=[O:13])=[CH:10][N:9]=[C:8]([S:16][CH3:17])[N:7]=1)[CH3:19], predict the reactants needed to synthesize it. The reactants are: [CH2:1]([CH:3]([CH2:18][CH3:19])[CH2:4][NH:5][C:6]1[C:11]([C:12]([O:14]C)=[O:13])=[CH:10][N:9]=[C:8]([S:16][CH3:17])[N:7]=1)[CH3:2].C(O)C.[OH-].[Na+]. (2) Given the product [CH3:11][C:10]([C:20]1[CH:21]=[C:16]([O:15][CH3:14])[C:17]([Cl:24])=[CH:18][C:19]=1[O:22][CH3:23])=[O:12], predict the reactants needed to synthesize it. The reactants are: [Cl-].[Cl-].[Cl-].[Al+3].C(Cl)(Cl)(Cl)Cl.[C:10](Cl)(=[O:12])[CH3:11].[CH3:14][O:15][C:16]1[CH:21]=[CH:20][C:19]([O:22][CH3:23])=[CH:18][C:17]=1[Cl:24].